From a dataset of hERG Central: cardiac toxicity at 1µM, 10µM, and general inhibition. Predict hERG channel inhibition at various concentrations. (1) Results: hERG_inhib (hERG inhibition (general)): blocker. The drug is CCN1CCN(C2=C(NS(=O)(=O)c3ccc(Br)cc3)C(=O)c3ccccc3C2=O)CC1. (2) The compound is C=CCC(=O)NC1CCCc2c1cnn2-c1cc(F)cc(F)c1. Results: hERG_inhib (hERG inhibition (general)): blocker.